This data is from TCR-epitope binding with 47,182 pairs between 192 epitopes and 23,139 TCRs. The task is: Binary Classification. Given a T-cell receptor sequence (or CDR3 region) and an epitope sequence, predict whether binding occurs between them. (1) The epitope is FLNRFTTTL. The TCR CDR3 sequence is CASSQDGSPLHF. Result: 0 (the TCR does not bind to the epitope). (2) The epitope is SGPLKAEIAQRLED. The TCR CDR3 sequence is CASSQILLDSPLHF. Result: 1 (the TCR binds to the epitope). (3) The epitope is IIKDYGKQM. The TCR CDR3 sequence is CASCDNPLVGGFTDTQYF. Result: 1 (the TCR binds to the epitope).